From a dataset of Catalyst prediction with 721,799 reactions and 888 catalyst types from USPTO. Predict which catalyst facilitates the given reaction. (1) Reactant: [Cl:1][C:2]1[CH:3]=[C:4]([C:8]2[C:13]3[N:14]([CH2:28][C@H:29]4[CH2:34][CH2:33][C@H:32]([CH3:35])[CH2:31][CH2:30]4)[C:15]([N:17]4[CH2:22][C:21](=[O:23])[N:20]([CH3:24])[C@H:19]5[CH2:25][CH2:26][CH2:27][C@H:18]45)=[N:16][C:12]=3[CH:11]=[C:10]([C:36](=[N:38][OH:39])[NH2:37])[N:9]=2)[CH:5]=[N:6][CH:7]=1.[CH3:40][OH:41]. Product: [Cl:1][C:2]1[CH:3]=[C:4]([C:8]2[C:13]3[N:14]([CH2:28][C@H:29]4[CH2:34][CH2:33][C@H:32]([CH3:35])[CH2:31][CH2:30]4)[C:15]([N:17]4[CH2:22][C:21](=[O:23])[N:20]([CH3:24])[C@H:19]5[CH2:25][CH2:26][CH2:27][C@H:18]45)=[N:16][C:12]=3[CH:11]=[C:10]([C:36]3[NH:37][C:40](=[O:41])[O:39][N:38]=3)[N:9]=2)[CH:5]=[N:6][CH:7]=1. The catalyst class is: 2. (2) Reactant: [N+:1]([C:4]1[CH:9]=[CH:8][CH:7]=[CH:6][C:5]=1[CH:10]([O:17]C(=O)C(Cl)(Cl)Cl)[C:11]1[CH:16]=[CH:15][CH:14]=[CH:13][CH:12]=1)([O-])=[O:2].[CH3:24][O:25][C:26]1[CH:27]=[C:28]([CH:32]([O:42]C(=O)C(Cl)(Cl)Cl)[C:33]2[CH:38]=[CH:37][CH:36]=[CH:35][C:34]=2[N+:39]([O-])=[O:40])[CH:29]=[CH:30][CH:31]=1. Product: [N:1]([C:4]1[CH:9]=[CH:8][CH:7]=[CH:6][C:5]=1[C:10]([C:11]1[CH:16]=[CH:15][CH:14]=[CH:13][CH:12]=1)=[O:17])=[O:2].[CH3:24][O:25][C:26]1[CH:27]=[C:28]([C:32](=[O:42])[C:33]2[CH:38]=[CH:37][CH:36]=[CH:35][C:34]=2[N:39]=[O:40])[CH:29]=[CH:30][CH:31]=1. The catalyst class is: 10.